Dataset: Peptide-MHC class I binding affinity with 185,985 pairs from IEDB/IMGT. Task: Regression. Given a peptide amino acid sequence and an MHC pseudo amino acid sequence, predict their binding affinity value. This is MHC class I binding data. (1) The peptide sequence is FRKAQIQGL. The MHC is HLA-B51:01 with pseudo-sequence HLA-B51:01. The binding affinity (normalized) is 0. (2) The peptide sequence is MLEEMQSAV. The MHC is HLA-A02:03 with pseudo-sequence HLA-A02:03. The binding affinity (normalized) is 0.851.